From a dataset of Forward reaction prediction with 1.9M reactions from USPTO patents (1976-2016). Predict the product of the given reaction. (1) Given the reactants [C:1]([NH:5][S:6]([C:9]1[C:10]([C:15]2[CH:20]=[CH:19][C:18]([NH2:21])=[CH:17][CH:16]=2)=[CH:11][CH:12]=[CH:13][CH:14]=1)(=[O:8])=[O:7])([CH3:4])([CH3:3])[CH3:2].[CH:22]1[CH:23]=[CH:24][C:25]2N(O)N=N[C:26]=2[CH:27]=1.[CH3:32][N:33]1[CH2:38][CH2:37][O:36][CH2:35][CH2:34]1, predict the reaction product. The product is: [CH2:32]([N:33]([C:34]1[CH:10]=[CH:15][CH:16]=[C:17]([C:18]#[N:21])[CH:35]=1)[CH2:38][C:37]([NH:21][C:18]1[CH:19]=[CH:20][C:15]([C:10]2[CH:11]=[CH:12][CH:13]=[CH:14][C:9]=2[S:6](=[O:8])(=[O:7])[NH:5][C:1]([CH3:4])([CH3:2])[CH3:3])=[CH:16][CH:17]=1)=[O:36])[C:27]1[CH:26]=[CH:25][CH:24]=[CH:23][CH:22]=1. (2) Given the reactants [Br:1][C:2]1[CH:29]=[CH:28][C:5]([CH2:6][N:7]2[CH2:11][CH2:10][C:9]3([CH2:16][CH2:15][N:14]([CH2:17][CH2:18][C:19](=[O:26])[C:20]4[CH:25]=[CH:24][CH:23]=[CH:22][CH:21]=4)[CH2:13][CH2:12]3)[C:8]2=[O:27])=[CH:4][CH:3]=1.[BH4-].[Na+], predict the reaction product. The product is: [Br:1][C:2]1[CH:3]=[CH:4][C:5]([CH2:6][N:7]2[CH2:11][CH2:10][C:9]3([CH2:16][CH2:15][N:14]([CH2:17][CH2:18][CH:19]([OH:26])[C:20]4[CH:21]=[CH:22][CH:23]=[CH:24][CH:25]=4)[CH2:13][CH2:12]3)[C:8]2=[O:27])=[CH:28][CH:29]=1. (3) Given the reactants [NH:1]([C:3]1[N:12]=[CH:11][CH:10]=[C:9]2[C:4]=1[CH:5]=[C:6]([C:37]1[CH:42]=[CH:41][CH:40]=[CH:39][CH:38]=1)[C:7]([C:13]1[CH:18]=[CH:17][C:16]([CH2:19][N:20]3[CH2:25][CH2:24][CH:23]([C:26]4[NH:30][C:29]([C:31]5[CH:36]=[N:35][CH:34]=[CH:33][N:32]=5)=[N:28][N:27]=4)[CH2:22][CH2:21]3)=[CH:15][CH:14]=1)=[N:8]2)[NH2:2].CO.[CH:45](OC)(OC)OC.O.C1(C)C=CC(S(O)(=O)=O)=CC=1, predict the reaction product. The product is: [C:37]1([C:6]2[C:7]([C:13]3[CH:18]=[CH:17][C:16]([CH2:19][N:20]4[CH2:25][CH2:24][CH:23]([C:26]5[NH:30][C:29]([C:31]6[CH:36]=[N:35][CH:34]=[CH:33][N:32]=6)=[N:28][N:27]=5)[CH2:22][CH2:21]4)=[CH:15][CH:14]=3)=[N:8][C:9]3[CH:10]=[CH:11][N:12]4[CH:45]=[N:2][N:1]=[C:3]4[C:4]=3[CH:5]=2)[CH:42]=[CH:41][CH:40]=[CH:39][CH:38]=1.